This data is from Forward reaction prediction with 1.9M reactions from USPTO patents (1976-2016). The task is: Predict the product of the given reaction. (1) The product is: [CH3:1][O:2][C:3](=[O:48])[CH2:4][C@H:5]([OH:47])[CH2:6][C@H:7]([OH:46])[CH2:8][CH2:9][C:10]1[N:11]([CH:43]([CH3:45])[CH3:44])[C:12]([C:29](=[O:42])[NH:30][C:31]2[CH:36]=[CH:35][CH:34]=[C:33]([C:37](=[O:41])[N:38]([CH3:39])[CH3:40])[CH:32]=2)=[C:13]([C:22]2[CH:27]=[CH:26][C:25]([F:28])=[CH:24][CH:23]=2)[C:14]=1[C:15]1[CH:16]=[CH:17][C:18]([F:21])=[CH:19][CH:20]=1. Given the reactants [CH3:1][O:2][C:3](=[O:48])[CH2:4][C@H:5]([OH:47])[CH2:6][C@H:7]([OH:46])/[CH:8]=[CH:9]/[C:10]1[N:11]([CH:43]([CH3:45])[CH3:44])[C:12]([C:29](=[O:42])[NH:30][C:31]2[CH:36]=[CH:35][CH:34]=[C:33]([C:37](=[O:41])[N:38]([CH3:40])[CH3:39])[CH:32]=2)=[C:13]([C:22]2[CH:27]=[CH:26][C:25]([F:28])=[CH:24][CH:23]=2)[C:14]=1[C:15]1[CH:20]=[CH:19][C:18]([F:21])=[CH:17][CH:16]=1.C(O)C, predict the reaction product. (2) Given the reactants [CH3:1][NH:2][CH2:3][CH2:4][CH2:5][CH2:6][CH2:7][CH2:8][CH2:9][CH2:10][CH2:11][N:12]1[CH2:17][CH2:16][CH:15]([O:18][C:19](=[O:33])[NH:20][C:21]2[CH:26]=[CH:25][CH:24]=[CH:23][C:22]=2[C:27]2[CH:32]=[CH:31][CH:30]=[CH:29][CH:28]=2)[CH2:14][CH2:13]1.C1(N)C(F)=C(F)C(F)=C(N)C=1F.Cl.Cl.[F:48][C:49]1[CH:50]=[CH:51][C:52]([OH:57])=[C:53]([CH:56]=1)[CH:54]=O, predict the reaction product. The product is: [F:48][C:49]1[CH:50]=[CH:51][C:52]([OH:57])=[C:53]([CH:56]=1)[CH2:54][N:2]([CH3:1])[CH2:3][CH2:4][CH2:5][CH2:6][CH2:7][CH2:8][CH2:9][CH2:10][CH2:11][N:12]1[CH2:13][CH2:14][CH:15]([O:18][C:19](=[O:33])[NH:20][C:21]2[CH:26]=[CH:25][CH:24]=[CH:23][C:22]=2[C:27]2[CH:28]=[CH:29][CH:30]=[CH:31][CH:32]=2)[CH2:16][CH2:17]1. (3) Given the reactants [F:1][C:2]1([C:6]2[C:7]([O:15][C@@H:16]([CH3:21])[C:17]([F:20])([F:19])[F:18])=[CH:8][C:9]([C:12](O)=[O:13])=[N:10][CH:11]=2)[CH2:5][O:4][CH2:3]1.[NH2:22][C:23]([C:30]1[N:34]=[C:33]([CH3:35])[O:32][N:31]=1)([CH3:29])[C:24]([O:26][CH2:27][CH3:28])=[O:25], predict the reaction product. The product is: [F:1][C:2]1([C:6]2[C:7]([O:15][C@@H:16]([CH3:21])[C:17]([F:18])([F:19])[F:20])=[CH:8][C:9]([C:12]([NH:22][C:23]([C:30]3[N:34]=[C:33]([CH3:35])[O:32][N:31]=3)([CH3:29])[C:24]([O:26][CH2:27][CH3:28])=[O:25])=[O:13])=[N:10][CH:11]=2)[CH2:5][O:4][CH2:3]1. (4) Given the reactants C[O:2][C:3](=[O:32])[CH2:4][CH2:5][C:6](=[O:31])[N:7]1[CH2:12][CH:11]2[CH:9]([N:10]2[S:13]([C:16]2[C:21]([CH:22]([CH3:24])[CH3:23])=[CH:20][C:19]([CH:25]([CH3:27])[CH3:26])=[CH:18][C:17]=2[CH:28]([CH3:30])[CH3:29])(=[O:15])=[O:14])[CH2:8]1.[OH-].[Na+], predict the reaction product. The product is: [O:31]=[C:6]([N:7]1[CH2:8][CH:9]2[CH:11]([N:10]2[S:13]([C:16]2[C:21]([CH:22]([CH3:23])[CH3:24])=[CH:20][C:19]([CH:25]([CH3:27])[CH3:26])=[CH:18][C:17]=2[CH:28]([CH3:30])[CH3:29])(=[O:15])=[O:14])[CH2:12]1)[CH2:5][CH2:4][C:3]([OH:32])=[O:2]. (5) Given the reactants [CH3:1][O:2][C:3](=[O:29])[C@@H:4]([NH:14][C:15]([C:17]1[CH:21]=[C:20]([OH:22])[N:19]([C:23]2[CH:28]=[CH:27][CH:26]=[CH:25][CH:24]=2)[N:18]=1)=[O:16])[CH2:5][CH2:6][C:7]([O:9][C:10]([CH3:13])([CH3:12])[CH3:11])=[O:8].[H-].[Na+].Br[CH2:33][C:34](=[O:39])[C:35]([CH3:38])([CH3:37])[CH3:36], predict the reaction product. The product is: [CH3:1][O:2][C:3](=[O:29])[C@@H:4]([NH:14][C:15]([C:17]1[CH:21]=[C:20]([O:22][CH2:33][C:34](=[O:39])[C:35]([CH3:38])([CH3:37])[CH3:36])[N:19]([C:23]2[CH:24]=[CH:25][CH:26]=[CH:27][CH:28]=2)[N:18]=1)=[O:16])[CH2:5][CH2:6][C:7]([O:9][C:10]([CH3:13])([CH3:12])[CH3:11])=[O:8].